This data is from Reaction yield outcomes from USPTO patents with 853,638 reactions. The task is: Predict the reaction yield, written as a fraction of the theoretical maximum amount of product (1.0 means a 100% yield; for example, 0.34 means a 34% yield). (1) The reactants are Br[C:2]1[CH:3]=[CH:4][C:5]([C:8]2[CH:12]=[C:11]([C:13]3[CH:18]=[CH:17][CH:16]=[CH:15][N:14]=3)[N:10]([CH2:19][C:20]3[CH:25]=[CH:24][CH:23]=[CH:22][C:21]=3[F:26])[N:9]=2)=[N:6][CH:7]=1.[CH3:27][S:28]([O-:30])=[O:29].[Na+].[NH4+].[Cl-].C([O-])(O)=O.[Na+]. The catalyst is CS(C)=O.[Cu]I. The product is [F:26][C:21]1[CH:22]=[CH:23][CH:24]=[CH:25][C:20]=1[CH2:19][N:10]1[C:11]([C:13]2[CH:18]=[CH:17][CH:16]=[CH:15][N:14]=2)=[CH:12][C:8]([C:5]2[CH:4]=[CH:3][C:2]([S:28]([CH3:27])(=[O:30])=[O:29])=[CH:7][N:6]=2)=[N:9]1. The yield is 0.610. (2) The reactants are [Cl:1][C:2]1[CH:7]=[C:6]([CH2:8][NH:9][C:10]([C@@H:12]2[CH2:16][C@@H:15]([F:17])[CH2:14][N:13]2C(OC(C)(C)C)=O)=[O:11])[CH:5]=[C:4]([C:25]2[CH:26]=[N:27][C:28]([C:31]([F:34])([F:33])[F:32])=[CH:29][CH:30]=2)[N:3]=1.Cl. The catalyst is O1CCOCC1.C(Cl)Cl. The product is [ClH:1].[Cl:1][C:2]1[N:3]=[C:4]([C:25]2[CH:26]=[N:27][C:28]([C:31]([F:34])([F:32])[F:33])=[CH:29][CH:30]=2)[CH:5]=[C:6]([CH2:8][NH:9][C:10]([C@@H:12]2[CH2:16][C@@H:15]([F:17])[CH2:14][NH:13]2)=[O:11])[CH:7]=1. The yield is 0.970.